Dataset: Retrosynthesis with 50K atom-mapped reactions and 10 reaction types from USPTO. Task: Predict the reactants needed to synthesize the given product. (1) Given the product O=C(Nc1cccnc1)N1CCN(c2nc(-c3ccc(F)cc3)cs2)CC1, predict the reactants needed to synthesize it. The reactants are: Fc1ccc(-c2csc(N3CCNCC3)n2)cc1.O=C(Nc1cccnc1)OCC(Cl)(Cl)Cl. (2) Given the product CNC(=O)c1cccc(CN2CCC(Nc3ncnc4sc(Cl)cc34)CC2)c1, predict the reactants needed to synthesize it. The reactants are: CN.O=C(O)c1cccc(CN2CCC(Nc3ncnc4sc(Cl)cc34)CC2)c1. (3) Given the product COC(=O)c1cccc(Sc2c(C)n(-c3cccc(-c4ccccc4)c3)c3cc(Cl)ccc23)c1, predict the reactants needed to synthesize it. The reactants are: Brc1cccc(-c2ccccc2)c1.COC(=O)c1cccc(Sc2c(C)[nH]c3cc(Cl)ccc23)c1. (4) Given the product COc1cc(C(=O)Nc2cc(C(F)(F)F)ccn2)ccc1-c1nc([C@@H]2CC[C@H]3CNCC(=O)N3C2)n2ccnc(N)c12, predict the reactants needed to synthesize it. The reactants are: COc1cc(C(=O)Nc2cc(C(F)(F)F)ccn2)ccc1B1OC(C)(C)C(C)(C)O1.Nc1nccn2c([C@@H]3CC[C@H]4CNCC(=O)N4C3)nc(Br)c12. (5) Given the product COc1ccc2c(c1CCCN1CCN(C(=O)OC(C)(C)C)CC1)OCC2=O, predict the reactants needed to synthesize it. The reactants are: COc1ccc2c(c1C#CCN1CCN(C(=O)OC(C)(C)C)CC1)OCC2=O. (6) Given the product Cc1cc(C(=O)N[C@H]2CC(=O)c3ccccc3N(CC(=O)OCc3ccccc3)C2=O)cc(C)c1O, predict the reactants needed to synthesize it. The reactants are: Cc1cc(C(=O)O)cc(C)c1O.N[C@H]1CC(=O)c2ccccc2N(CC(=O)OCc2ccccc2)C1=O. (7) Given the product CN1C(=O)NC(C)(C)C1=O, predict the reactants needed to synthesize it. The reactants are: CC1(C)NC(=O)NC1=O.CI. (8) Given the product O=C1CCCc2c(F)cccc21, predict the reactants needed to synthesize it. The reactants are: O=C(Cl)CCCc1ccccc1F.